This data is from Experimentally validated miRNA-target interactions with 360,000+ pairs, plus equal number of negative samples. The task is: Binary Classification. Given a miRNA mature sequence and a target amino acid sequence, predict their likelihood of interaction. (1) The miRNA is hsa-miR-3180-3p with sequence UGGGGCGGAGCUUCCGGAGGCC. The protein sequence of the target gene is MRRLPRALLLQLRLALLVAAGAPEVLVSAPRSLVWGPGLQAAVVLPVRYFYLQAVNSEGQNLTRSPAGETPFKVVVKSLSPKELVRIHVPKPLDRNDGTFLMRYRMYETVDEGLKIEVLYGDEHVAQSPYILKGPVYHEYCECPEDPQAWQKTLSCPTKEPQIAKDFASFPSINLQQMLKEVPKRFGDERGAIVHYTILNNHVYRRSLGKYTDFKMFSDEILLSLTRKVLLPDLEFYVNLGDWPLEHRKVNGTPSPIPIISWCGSLDSRDVVLPTYDITHSMLEAMRGVTNDLLSIQGNT.... Result: 1 (interaction). (2) The miRNA is mmu-miR-7054-5p with sequence UAGGAAGGUGGUUGGGCUGAGUACU. The protein sequence of the target gene is MSGDGATEQAAEYVPEKVKKAEKKLEENPYDLDAWSILIREAQNQPIDKARKTYERLVAQFPSSGRFWKLYIEAEIKAKNYDKVEKLFQRCLMKVLHIDLWKCYLSYVRETKGKLPSYKEKMAQAYDFALDKIGMEIMSYQIWVDYINFLKGVEAVGSYAENQRITAVRRVYQRGCVNPMINIEQLWRDYNKYEEGINIHLAKKMIEDRSRDYMNARRVAKEYETVMKGLDRNAPSVPPQNTPQEAQQVDMWKKYIQWEKSNPLRTEDQTLITKRVMFAYEQCLLVLGHHPDIWYEAAQY.... Result: 0 (no interaction).